From a dataset of Reaction yield outcomes from USPTO patents with 853,638 reactions. Predict the reaction yield, written as a fraction of the theoretical maximum amount of product (1.0 means a 100% yield; for example, 0.34 means a 34% yield). (1) The reactants are [OH-].[Na+].C[O:4][C:5](=[O:15])[C:6]1[CH:11]=[CH:10][CH:9]=[C:8]([CH2:12][O:13][CH3:14])[CH:7]=1. The catalyst is CO.O1CCCC1. The product is [CH3:14][O:13][CH2:12][C:8]1[CH:7]=[C:6]([CH:11]=[CH:10][CH:9]=1)[C:5]([OH:15])=[O:4]. The yield is 0.980. (2) The reactants are [CH3:1]C(C)([O-])C.[K+].[O:7]1[C:11]2[CH:12]=[CH:13][CH:14]=[CH:15][C:10]=2[CH:9]=[C:8]1[CH:16]1[CH2:21][CH2:20][CH:19]([CH:22]=[O:23])[CH2:18][CH2:17]1.IC. The catalyst is ClCCl. The product is [O:7]1[C:11]2[CH:12]=[CH:13][CH:14]=[CH:15][C:10]=2[CH:9]=[C:8]1[CH:16]1[CH2:17][CH2:18][C:19]([CH3:1])([CH:22]=[O:23])[CH2:20][CH2:21]1. The yield is 0.690. (3) The reactants are I[C:2]1[N:7]=[CH:6][C:5]([Br:8])=[CH:4][N:3]=1.[CH3:9][C:10]1[CH:15]=[CH:14][C:13](B(O)O)=[CH:12][CH:11]=1.C(=O)([O-])[O-].[Na+].[Na+]. The catalyst is COCCOC.C1C=CC([P]([Pd]([P](C2C=CC=CC=2)(C2C=CC=CC=2)C2C=CC=CC=2)([P](C2C=CC=CC=2)(C2C=CC=CC=2)C2C=CC=CC=2)[P](C2C=CC=CC=2)(C2C=CC=CC=2)C2C=CC=CC=2)(C2C=CC=CC=2)C2C=CC=CC=2)=CC=1. The product is [Br:8][C:5]1[CH:4]=[N:3][C:2]([C:13]2[CH:14]=[CH:15][C:10]([CH3:9])=[CH:11][CH:12]=2)=[N:7][CH:6]=1. The yield is 0.140.